This data is from Reaction yield outcomes from USPTO patents with 853,638 reactions. The task is: Predict the reaction yield, written as a fraction of the theoretical maximum amount of product (1.0 means a 100% yield; for example, 0.34 means a 34% yield). (1) The reactants are [Si]([O:8][C@H:9]1[CH2:13][CH2:12][N:11]([CH2:14][C:15]2[CH:20]=[CH:19][C:18]([C:21]3[S:29][C:28]4[C:23](=[N:24][CH:25]=[CH:26][C:27]=4[O:30][C:31]4[CH:36]=[CH:35][C:34]([NH:37][C:38]([NH:40][C:41](=[O:49])[CH2:42][C:43]5[CH:48]=[CH:47][CH:46]=[CH:45][CH:44]=5)=[S:39])=[CH:33][C:32]=4[F:50])[CH:22]=3)=[CH:17][CH:16]=2)[CH2:10]1)(C(C)(C)C)(C)C. The catalyst is CC#N.CO.Cl. The product is [F:50][C:32]1[CH:33]=[C:34]([NH:37][C:38]([NH:40][C:41](=[O:49])[CH2:42][C:43]2[CH:44]=[CH:45][CH:46]=[CH:47][CH:48]=2)=[S:39])[CH:35]=[CH:36][C:31]=1[O:30][C:27]1[CH:26]=[CH:25][N:24]=[C:23]2[CH:22]=[C:21]([C:18]3[CH:17]=[CH:16][C:15]([CH2:14][N:11]4[CH2:12][CH2:13][C@H:9]([OH:8])[CH2:10]4)=[CH:20][CH:19]=3)[S:29][C:28]=12. The yield is 0.0900. (2) The reactants are C(OC([N:8]1[CH2:12][CH2:11][S:10][C@H:9]1[C:13]([O:15][C@H:16]([C:27]1[CH:32]=[CH:31][C:30]([O:33][CH:34]([F:36])[F:35])=[C:29]([O:37][CH3:38])[CH:28]=1)[CH2:17][C:18]1[C:23]([Cl:24])=[CH:22][N+:21]([O-:25])=[CH:20][C:19]=1[Cl:26])=[O:14])=O)(C)(C)C.Cl. The catalyst is CCOC(C)=O. The product is [ClH:24].[Cl:26][C:19]1[CH:20]=[N+:21]([O-:25])[CH:22]=[C:23]([Cl:24])[C:18]=1[CH2:17][C@@H:16]([C:27]1[CH:32]=[CH:31][C:30]([O:33][CH:34]([F:36])[F:35])=[C:29]([O:37][CH3:38])[CH:28]=1)[O:15][C:13]([C@H:9]1[NH:8][CH2:12][CH2:11][S:10]1)=[O:14]. The yield is 0.970. (3) The reactants are [CH3:1][N:2]([CH3:20])[C:3]([C:5]1[N:14]([CH:15]2[CH2:19][CH2:18][CH2:17][CH2:16]2)[C:8]2[N:9]=[C:10](Cl)[N:11]=[CH:12][C:7]=2[CH:6]=1)=[O:4].C(OC([N:28]1[CH2:33][CH2:32][N:31]([C:34]2[CH:39]=[N:38][C:37]([NH2:40])=[CH:36][N:35]=2)[CH2:30][CH2:29]1)=O)(C)(C)C. No catalyst specified. The product is [CH3:1][N:2]([CH3:20])[C:3]([C:5]1[N:14]([CH:15]2[CH2:19][CH2:18][CH2:17][CH2:16]2)[C:8]2[N:9]=[C:10]([NH:40][C:37]3[N:38]=[CH:39][C:34]([N:31]4[CH2:30][CH2:29][NH:28][CH2:33][CH2:32]4)=[N:35][CH:36]=3)[N:11]=[CH:12][C:7]=2[CH:6]=1)=[O:4]. The yield is 0.450. (4) The reactants are [CH3:1][S:2](Cl)(=[O:4])=[O:3].[OH:6][CH:7]1[CH2:12][CH2:11][N:10]([C:13]([O:15][C:16]([CH3:19])([CH3:18])[CH3:17])=[O:14])[CH2:9][CH2:8]1.C(N(CC)CC)C. The catalyst is ClCCl. The product is [CH3:1][S:2]([O:6][CH:7]1[CH2:8][CH2:9][N:10]([C:13]([O:15][C:16]([CH3:19])([CH3:18])[CH3:17])=[O:14])[CH2:11][CH2:12]1)(=[O:4])=[O:3]. The yield is 0.990. (5) The reactants are [Br:1][C:2]1[CH:12]=[C:11]2[C:5]([CH:6]3[CH2:14][CH:8]([NH:9][C:10]2=O)[CH2:7]3)=[CH:4][C:3]=1[F:15].P(Cl)(Cl)(Cl)(Cl)[Cl:17]. The catalyst is C1(C)C=CC=CC=1.CCOCC. The product is [Br:1][C:2]1[CH:12]=[C:11]2[C:5]([CH:6]3[CH2:14][CH:8]([N:9]=[C:10]2[Cl:17])[CH2:7]3)=[CH:4][C:3]=1[F:15]. The yield is 0.820. (6) The reactants are [Cl:1][C:2]1[CH:19]=[C:18]([N+:20]([O-])=O)[CH:17]=[CH:16][C:3]=1[O:4][CH2:5][C:6]1[CH:15]=[CH:14][C:13]2[C:8](=[CH:9][CH:10]=[CH:11][CH:12]=2)[N:7]=1. The catalyst is CC(O)=O.CCOC(C)=O.[Fe]. The product is [Cl:1][C:2]1[CH:19]=[C:18]([NH2:20])[CH:17]=[CH:16][C:3]=1[O:4][CH2:5][C:6]1[CH:15]=[CH:14][C:13]2[C:8](=[CH:9][CH:10]=[CH:11][CH:12]=2)[N:7]=1. The yield is 0.790.